Dataset: Catalyst prediction with 721,799 reactions and 888 catalyst types from USPTO. Task: Predict which catalyst facilitates the given reaction. Product: [F:15][C:16]1[CH:17]=[CH:18][C:19]([O:1][CH:2]2[CH2:3][CH2:4][N:5]([C:8]([O:10][C:11]([CH3:14])([CH3:13])[CH3:12])=[O:9])[CH2:6][CH2:7]2)=[N:20][CH:21]=1. The catalyst class is: 7. Reactant: [OH:1][CH:2]1[CH2:7][CH2:6][N:5]([C:8]([O:10][C:11]([CH3:14])([CH3:13])[CH3:12])=[O:9])[CH2:4][CH2:3]1.[F:15][C:16]1[CH:17]=[CH:18][C:19](O)=[N:20][CH:21]=1.C(OC(N=NC(OC(C)C)=O)=O)(C)C.C1(P(C2C=CC=CC=2)C2C=CC=CC=2)C=CC=CC=1.